The task is: Predict the product of the given reaction.. This data is from Forward reaction prediction with 1.9M reactions from USPTO patents (1976-2016). (1) Given the reactants I[CH:2]([I:4])I.[Si:5]([O:12][CH2:13][C:14]1[CH:21]=[CH:20][C:17]([CH:18]=O)=[CH:16][CH:15]=1)([C:8]([CH3:11])([CH3:10])[CH3:9])([CH3:7])[CH3:6].O, predict the reaction product. The product is: [C:8]([Si:5]([O:12][CH2:13][C:14]1[CH:21]=[CH:20][C:17](/[CH:18]=[CH:2]/[I:4])=[CH:16][CH:15]=1)([CH3:7])[CH3:6])([CH3:11])([CH3:10])[CH3:9]. (2) Given the reactants [N:1]1[CH:6]=[CH:5][CH:4]=[CH:3][C:2]=1[C:7]1[O:11][CH:10]=[N:9][CH:8]=1.[Br:12][CH2:13][CH2:14][CH2:15][CH2:16][CH2:17][C:18](Cl)=[O:19], predict the reaction product. The product is: [Br:12][CH2:13][CH2:14][CH2:15][CH2:16][CH2:17][C:18]([C:10]1[O:11][C:7]([C:2]2[CH:3]=[CH:4][CH:5]=[CH:6][N:1]=2)=[CH:8][N:9]=1)=[O:19]. (3) Given the reactants [C:1]1(O)C=CC=CC=1.C([Si](C)(C)[N:13]1[C:21]2[C:16](=[C:17]([C:22]3[CH:23]=[C:24]([N:38]4[CH:43]=[CH:42][CH:41]=[C:40]([NH2:44])C4)C=C(OCC4C=CC(OC)=CC=4)[CH:27]=3)[CH:18]=[CH:19][CH:20]=2)[CH:15]=[C:14]1[CH3:45])(C)(C)C.B(F)(F)F.[O:52]([CH2:55][CH3:56])CC, predict the reaction product. The product is: [CH3:45][C:14]1[NH:13][C:21]2[C:16]([CH:15]=1)=[C:17]([C:22]1[CH:27]=[C:55]([OH:52])[CH:56]=[C:24]([NH:38][C:43]3[CH:1]=[N:44][CH:40]=[CH:41][CH:42]=3)[CH:23]=1)[CH:18]=[CH:19][CH:20]=2. (4) Given the reactants [OH:1][C:2]1[CH:7]=[CH:6][C:5]([C:8]([F:11])([F:10])[F:9])=[CH:4][C:3]=1[NH:12][C:13](=[O:15])[CH3:14].[O:16]1[CH2:18][C@H:17]1[CH2:19]OS(C1C=CC=C([N+]([O-])=O)C=1)(=O)=O.C([O-])([O-])=O.[Cs+].[Cs+], predict the reaction product. The product is: [O:16]1[CH2:18][C@H:17]1[CH2:19][O:1][C:2]1[CH:7]=[CH:6][C:5]([C:8]([F:10])([F:11])[F:9])=[CH:4][C:3]=1[NH:12][C:13](=[O:15])[CH3:14]. (5) Given the reactants C1([C@H]([NH:9][C@@H:10]2[CH2:14][CH2:13][CH2:12][C@@H:11]2[C:15]2[CH:20]=[CH:19][CH:18]=[CH:17][C:16]=2[CH3:21])C)C=CC=CC=1.C(O)(=O)C, predict the reaction product. The product is: [C:16]1([CH3:21])[CH:17]=[CH:18][CH:19]=[CH:20][C:15]=1[C@H:11]1[CH2:12][CH2:13][CH2:14][C@H:10]1[NH2:9].